Dataset: Catalyst prediction with 721,799 reactions and 888 catalyst types from USPTO. Task: Predict which catalyst facilitates the given reaction. (1) Reactant: [F:1][C:2]1[CH:10]=[C:9]2[C:5]([C:6]([C:11]3[CH:12]=[CH:13][C:14]([N:17]4[CH2:22][CH2:21][CH:20]([NH2:23])[CH2:19][CH2:18]4)=[N:15][CH:16]=3)=[CH:7][NH:8]2)=[CH:4][CH:3]=1.CCN(CC)CC.[C:31]1(=[O:47])[N:35]([CH2:36][CH2:37][S:38](Cl)(=[O:40])=[O:39])[C:34](=[O:42])[C:33]2=[CH:43][CH:44]=[CH:45][CH:46]=[C:32]12. Product: [O:47]=[C:31]1[C:32]2[C:33](=[CH:43][CH:44]=[CH:45][CH:46]=2)[C:34](=[O:42])[N:35]1[CH2:36][CH2:37][S:38]([NH:23][CH:20]1[CH2:21][CH2:22][N:17]([C:14]2[CH:13]=[CH:12][C:11]([C:6]3[C:5]4[C:9](=[CH:10][C:2]([F:1])=[CH:3][CH:4]=4)[NH:8][CH:7]=3)=[CH:16][N:15]=2)[CH2:18][CH2:19]1)(=[O:40])=[O:39]. The catalyst class is: 59. (2) Reactant: C(OC(N1CCC(=O)CC1)=O)(C)(C)C.CC1C=C(C)C=CC=1N.C(O)(=O)C.C(O[BH-](OC(=O)C)OC(=O)C)(=O)C.[Na+].C(=O)(O)[O-].[Na+].C(OC([N:54]1[CH2:59][CH2:58][CH:57]([NH:60][C:61]2[CH:66]=[CH:65][C:64]([CH3:67])=[CH:63][C:62]=2[CH3:68])[CH2:56][CH2:55]1)=O)(C)(C)C.[ClH:69]. Product: [ClH:69].[ClH:69].[CH3:68][C:62]1[CH:63]=[C:64]([CH3:67])[CH:65]=[CH:66][C:61]=1[NH:60][CH:57]1[CH2:58][CH2:59][NH:54][CH2:55][CH2:56]1. The catalyst class is: 756. (3) Reactant: Br[C:2]1[CH:7]=[CH:6][C:5]([F:8])=[CH:4][C:3]=1[C:9]1[N:13]([CH3:14])[N:12]=[CH:11][N:10]=1.[Cu][C:16]#[N:17]. Product: [F:8][C:5]1[CH:6]=[CH:7][C:2]([C:16]#[N:17])=[C:3]([C:9]2[N:13]([CH3:14])[N:12]=[CH:11][N:10]=2)[CH:4]=1. The catalyst class is: 9. (4) The catalyst class is: 3. Reactant: [NH2:1][C:2]1[C:7]2=[C:8]([C:15]3[CH:20]=[CH:19][C:18]([NH:21][C:22]([NH:24][C:25]4[CH:30]=[C:29]([C:31]([F:34])([F:33])[F:32])[CH:28]=[CH:27][C:26]=4[F:35])=[O:23])=[C:17]([F:36])[CH:16]=3)[CH:9]=[C:10]([CH2:11][CH2:12][CH2:13]Br)[N:6]2[N:5]=[CH:4][N:3]=1.[CH3:37][O:38][CH2:39][C@@H:40]1[CH2:44][CH2:43][CH2:42][NH:41]1.C(N(CC)CC)C. Product: [NH2:1][C:2]1[C:7]2=[C:8]([C:15]3[CH:20]=[CH:19][C:18]([NH:21][C:22]([NH:24][C:25]4[CH:30]=[C:29]([C:31]([F:34])([F:33])[F:32])[CH:28]=[CH:27][C:26]=4[F:35])=[O:23])=[C:17]([F:36])[CH:16]=3)[CH:9]=[C:10]([CH2:11][CH2:12][CH2:13][N:41]3[CH2:42][CH2:43][CH2:44][C@H:40]3[CH2:39][O:38][CH3:37])[N:6]2[N:5]=[CH:4][N:3]=1. (5) Reactant: [Cl:1][C:2]1[CH:7]=[CH:6][C:5]([C:8]2[CH:9]=[C:10]3[C:14](=[C:15]([C:17]([NH2:19])=[O:18])[CH:16]=2)[NH:13][CH:12]=[C:11]3[C:20]2[CH2:21][CH2:22][N:23](CC3C=CC=CC=3)[CH2:24][CH:25]=2)=[CH:4][CH:3]=1. Product: [Cl:1][C:2]1[CH:3]=[CH:4][C:5]([C:8]2[CH:9]=[C:10]3[C:14](=[C:15]([C:17]([NH2:19])=[O:18])[CH:16]=2)[NH:13][CH:12]=[C:11]3[CH:20]2[CH2:21][CH2:22][NH:23][CH2:24][CH2:25]2)=[CH:6][CH:7]=1. The catalyst class is: 29. (6) Reactant: [NH:1]1[C:5]([C:6]2[CH:11]=[CH:10][C:9]([NH:12][C:13]([CH:15]3[CH:19]([C:20]4[CH:25]=[CH:24][CH:23]=[C:22]([Cl:26])[C:21]=4[CH3:27])[C:18]([C:30]4[CH:35]=[CH:34][C:33]([Cl:36])=[CH:32][C:31]=4[F:37])([C:28]#[N:29])[CH:17]([CH2:38][C:39]([CH3:42])([CH3:41])[CH3:40])[NH:16]3)=[O:14])=[CH:8][CH:7]=2)=[N:4][N:3]=[N:2]1.[C:43](=O)(O)[O-].[Na+].S(OC)(OC)(=O)=O. Product: [CH3:43][N:3]1[NH:2][N:1]=[C:5]([C:6]2[CH:7]=[CH:8][C:9]([NH:12][C:13]([CH:15]3[CH:19]([C:20]4[CH:25]=[CH:24][CH:23]=[C:22]([Cl:26])[C:21]=4[CH3:27])[C:18]([C:30]4[CH:35]=[CH:34][C:33]([Cl:36])=[CH:32][C:31]=4[F:37])([C:28]#[N:29])[CH:17]([CH2:38][C:39]([CH3:42])([CH3:41])[CH3:40])[NH:16]3)=[O:14])=[CH:10][CH:11]=2)[NH:4]1. The catalyst class is: 21. (7) Reactant: Cl[C:2]1[S:6][N:5]=[C:4]([N:7]2[CH2:12][CH2:11][O:10][CH2:9][CH2:8]2)[N:3]=1.FC(F)(F)C(O)=O.[O:20]1[C:24]2[CH:25]=[CH:26][CH:27]=[CH:28][C:23]=2[C:22]([NH:29][C:30]([N:32]2[CH2:37][CH2:36][NH:35][CH2:34][CH2:33]2)=[O:31])=[N:21]1.C(N(CC)CC)C.O. Product: [O:20]1[C:24]2[CH:25]=[CH:26][CH:27]=[CH:28][C:23]=2[C:22]([NH:29][C:30]([N:32]2[CH2:37][CH2:36][N:35]([C:2]3[S:6][N:5]=[C:4]([N:7]4[CH2:12][CH2:11][O:10][CH2:9][CH2:8]4)[N:3]=3)[CH2:34][CH2:33]2)=[O:31])=[N:21]1. The catalyst class is: 9.